From a dataset of Forward reaction prediction with 1.9M reactions from USPTO patents (1976-2016). Predict the product of the given reaction. Given the reactants [N:1]1[CH:6]=[CH:5][CH:4]=[CH:3][C:2]=1[C:7]1[N:11]=[C:10]([C:12]2[CH:17]=[C:16](O)[CH:15]=[C:14]([C:19]#[N:20])[CH:13]=2)[O:9][N:8]=1.C(=O)([O-])[O-].[K+].[K+].[CH3:27][N:28]([CH3:32])[C:29](Cl)=[O:30], predict the reaction product. The product is: [N:1]1[CH:6]=[CH:5][CH:4]=[CH:3][C:2]=1[C:7]1[N:11]=[C:10]([C:12]2[CH:17]=[C:16]([C:29]([N:28]([CH3:32])[CH3:27])=[O:30])[CH:15]=[C:14]([C:19]#[N:20])[CH:13]=2)[O:9][N:8]=1.